This data is from Full USPTO retrosynthesis dataset with 1.9M reactions from patents (1976-2016). The task is: Predict the reactants needed to synthesize the given product. Given the product [CH3:25][C@H:26]1[N:31]([CH2:2][C:3]2[N:7]([C:8]3[CH:13]=[CH:12][C:11]([C:14]([F:17])([F:16])[F:15])=[CH:10][CH:9]=3)[N:6]=[N:5][N:4]=2)[CH2:30][CH2:29][NH:28][C:27]1=[O:32], predict the reactants needed to synthesize it. The reactants are: Cl[CH2:2][C:3]1[N:7]([C:8]2[CH:13]=[CH:12][C:11]([C:14]([F:17])([F:16])[F:15])=[CH:10][CH:9]=2)[N:6]=[N:5][N:4]=1.C(N(CC)CC)C.[CH3:25][C@H:26]1[NH:31][CH2:30][CH2:29][NH:28][C:27]1=[O:32].